This data is from Catalyst prediction with 721,799 reactions and 888 catalyst types from USPTO. The task is: Predict which catalyst facilitates the given reaction. Reactant: CC1(C)[O:9][C:8](=[O:10])[C:5]2([CH2:7][CH2:6]2)[C:4](=[O:11])O1.[NH2:13][C:14]1[CH:21]=[CH:20][C:17]([C:18]#[N:19])=[CH:16][CH:15]=1. Product: [C:18]([C:17]1[CH:20]=[CH:21][C:14]([N:13]2[CH2:6][CH2:7][CH:5]([C:8]([OH:9])=[O:10])[C:4]2=[O:11])=[CH:15][CH:16]=1)#[N:19]. The catalyst class is: 8.